From a dataset of Reaction yield outcomes from USPTO patents with 853,638 reactions. Predict the reaction yield, written as a fraction of the theoretical maximum amount of product (1.0 means a 100% yield; for example, 0.34 means a 34% yield). (1) The reactants are [NH:1]1[CH2:6][CH2:5][CH2:4][CH:3]([CH2:7][N:8]2[C:13]3[CH:14]=[CH:15][NH:16][C:12]=3[C:11](=[O:17])[NH:10][C:9]2=[S:18])[CH2:2]1.[CH:19](O)=O.[BH3-]C#N.[Na+]. The catalyst is CO. The product is [CH3:19][N:1]1[CH2:6][CH2:5][CH2:4][CH:3]([CH2:7][N:8]2[C:13]3[CH:14]=[CH:15][NH:16][C:12]=3[C:11](=[O:17])[NH:10][C:9]2=[S:18])[CH2:2]1. The yield is 0.220. (2) The reactants are C1N(S(F)(F)[F:8])CCOC1.[Br:11][C:12]1[CH:13]=[CH:14][C:15]2[N:16]([CH2:26][CH:27](O)[CH2:28][N:29]([C:37]3[CH:42]=[CH:41][CH:40]=[C:39]([O:43][CH2:44]C)[CH:38]=3)[S:30]([C:33]([F:36])([F:35])[F:34])(=[O:32])=[O:31])[C:17]3[C:22]([C:23]=2[CH:24]=1)=[CH:21][C:20]([Br:25])=[CH:19][CH:18]=3.C(=O)(O)[O-]. The catalyst is C(Cl)Cl. The product is [Br:25][C:20]1[CH:19]=[CH:18][C:17]2[N:16]([CH2:26][CH:27]([F:8])[CH2:28][N:29]([C:37]3[CH:42]=[CH:41][CH:40]=[C:39]([O:43][CH3:44])[CH:38]=3)[S:30]([C:33]([F:34])([F:35])[F:36])(=[O:32])=[O:31])[C:15]3[C:23]([C:22]=2[CH:21]=1)=[CH:24][C:12]([Br:11])=[CH:13][CH:14]=3. The yield is 1.00. (3) The reactants are [CH3:1][C:2]1([CH3:9])[CH2:7][C:6](=[O:8])[CH2:5][CH2:4][O:3]1.[Li+].CC([N-]C(C)C)C.[CH:18]1([C:21](Cl)=[O:22])[CH2:20][CH2:19]1. The catalyst is C1(C)C=CC=CC=1. The product is [CH:18]1([C:21]([CH:5]2[CH2:4][O:3][C:2]([CH3:9])([CH3:1])[CH2:7][C:6]2=[O:8])=[O:22])[CH2:20][CH2:19]1. The yield is 0.100. (4) The reactants are [CH2:1]([NH:4][C:5]1[C:14]2[C:9](=[CH:10][CH:11]=[C:12]([Cl:15])[CH:13]=2)[N:8]=[C:7](Cl)[N:6]=1)[CH:2]=[CH2:3].[CH2:17]([NH2:20])[CH:18]=[CH2:19].C(=O)([O-])O.[Na+]. The catalyst is CN1CCN(C)C1=O. The product is [CH2:17]([NH:20][C:7]1[N:6]=[C:5]([NH:4][CH2:1][CH:2]=[CH2:3])[C:14]2[C:9](=[CH:10][CH:11]=[C:12]([Cl:15])[CH:13]=2)[N:8]=1)[CH:18]=[CH2:19]. The yield is 0.873. (5) The reactants are Br[C:2]1[CH:15]=[C:14]2[C:5]([CH:6]3[CH:11]([CH:12]([C:16]4[CH:21]=[CH:20][C:19]([O:22][CH3:23])=[CH:18][CH:17]=4)[CH2:13]2)[CH2:10][CH2:9][CH2:8][CH2:7]3)=[CH:4][C:3]=1[O:24][CH3:25].C[O-].[Na+].[C:29](OCC)(=[O:31])C.Cl. No catalyst specified. The product is [CH3:25][O:24][C:3]1[CH:4]=[C:5]2[C:14](=[CH:15][C:2]=1[O:31][CH3:29])[CH2:13][CH:12]([C:16]1[CH:21]=[CH:20][C:19]([O:22][CH3:23])=[CH:18][CH:17]=1)[CH:11]1[CH:6]2[CH2:7][CH2:8][CH2:9][CH2:10]1. The yield is 0.550. (6) The reactants are [CH2:1]([CH:3]([NH:6][C:7](=[O:17])[CH:8]=[CH:9][C:10]1[CH:15]=[CH:14][C:13]([OH:16])=[CH:12][CH:11]=1)[CH2:4][CH3:5])[CH3:2].[OH-].[K+].Cl[CH2:21][CH2:22][OH:23]. The catalyst is C(O)C. The product is [CH2:1]([CH:3]([NH:6][C:7](=[O:17])[CH:8]=[CH:9][C:10]1[CH:11]=[CH:12][C:13]([O:16][CH2:21][CH2:22][OH:23])=[CH:14][CH:15]=1)[CH2:4][CH3:5])[CH3:2]. The yield is 0.600.